From a dataset of Forward reaction prediction with 1.9M reactions from USPTO patents (1976-2016). Predict the product of the given reaction. (1) Given the reactants [CH3:1][O:2][C:3]1[CH:4]=[C:5]2[C:9](=[CH:10][CH:11]=1)[NH:8][CH:7]=[C:6]2[CH:12]1[CH2:17][CH2:16][NH:15][CH2:14][CH2:13]1.[CH3:18][N:19]([CH3:32])[C:20]1([C:26]2[CH:31]=[CH:30][CH:29]=[CH:28][CH:27]=2)[CH2:25][CH2:24][CH2:23][CH2:22][CH2:21]1.C(O)(=O)C, predict the reaction product. The product is: [CH3:1][O:2][C:3]1[CH:4]=[C:5]2[C:9](=[CH:10][CH:11]=1)[NH:8][CH:7]=[C:6]2[CH:12]1[CH2:17][CH2:16][N:15]([CH:23]2[CH2:22][CH2:21][C:20]([N:19]([CH3:32])[CH3:18])([C:26]3[CH:31]=[CH:30][CH:29]=[CH:28][CH:27]=3)[CH2:25][CH2:24]2)[CH2:14][CH2:13]1. (2) Given the reactants Br[C:2]1[C:3]2[CH:11]=[C:10]([C:12]([O:14][CH3:15])=[O:13])[CH:9]=[CH:8][C:4]=2[S:5][C:6]=1[CH3:7].[OH:16][C:17]1[CH:22]=[CH:21][C:20](B(O)O)=[C:19]([CH3:26])[CH:18]=1, predict the reaction product. The product is: [OH:16][C:17]1[CH:22]=[CH:21][C:20]([C:2]2[C:3]3[CH:11]=[C:10]([C:12]([O:14][CH3:15])=[O:13])[CH:9]=[CH:8][C:4]=3[S:5][C:6]=2[CH3:7])=[C:19]([CH3:26])[CH:18]=1. (3) Given the reactants [NH:1]1[CH2:6][CH2:5][O:4][CH2:3][CH2:2]1.[Br:7][C:8]1[CH:13]=[C:12]([N+:14]([O-:16])=[O:15])[CH:11]=[CH:10][C:9]=1F, predict the reaction product. The product is: [Br:7][C:8]1[CH:13]=[C:12]([N+:14]([O-:16])=[O:15])[CH:11]=[CH:10][C:9]=1[N:1]1[CH2:6][CH2:5][O:4][CH2:3][CH2:2]1. (4) Given the reactants [Cl:1][C:2]1[CH:7]=[C:6]([CH2:8][O:9][C:10]2[CH:19]=[C:18]3[C:13]([C:14]([O:20]C4C=CC=CC=4)=[N:15][CH:16]=[N:17]3)=[CH:12][C:11]=2[O:27][CH3:28])[CH:5]=[CH:4][N:3]=1.Cl.C(=O)([O-])O.[Na+], predict the reaction product. The product is: [Cl:1][C:2]1[CH:7]=[C:6]([CH2:8][O:9][C:10]2[CH:19]=[C:18]3[C:13]([C:14](=[O:20])[NH:15][CH:16]=[N:17]3)=[CH:12][C:11]=2[O:27][CH3:28])[CH:5]=[CH:4][N:3]=1. (5) The product is: [Cl:11][C:3]1[CH:4]=[C:5]([C:6]#[N:7])[CH:8]=[C:9]2[C:2]=1[NH:1][N:24]=[CH:10]2. Given the reactants [NH2:1][C:2]1[C:9]([CH3:10])=[CH:8][C:5]([C:6]#[N:7])=[CH:4][C:3]=1[Cl:11].C(OC(=O)C)(=O)C.C([O-])(=O)C.[K+].[N:24](OCCC(C)C)=O, predict the reaction product.